The task is: Predict the product of the given reaction.. This data is from Forward reaction prediction with 1.9M reactions from USPTO patents (1976-2016). (1) Given the reactants CCN(C(C)C)C(C)C.Cl[C:11]1[C:30]([C:31]2[N:35]([CH:36]3[CH2:41][CH2:40][CH2:39][CH2:38][O:37]3)[N:34]=[CH:33][C:32]=2[CH3:42])=[CH:29][C:14]([C:15]([NH:17][C:18]2[CH:23]=[CH:22][C:21]([O:24][C:25]([F:28])([F:27])[F:26])=[CH:20][CH:19]=2)=[O:16])=[CH:13][N:12]=1.[NH:43]1[CH2:47][CH2:46][C@@H:45]([OH:48])[CH2:44]1, predict the reaction product. The product is: [OH:48][C@@H:45]1[CH2:46][CH2:47][N:43]([C:11]2[C:30]([C:31]3[N:35]([CH:36]4[CH2:41][CH2:40][CH2:39][CH2:38][O:37]4)[N:34]=[CH:33][C:32]=3[CH3:42])=[CH:29][C:14]([C:15]([NH:17][C:18]3[CH:19]=[CH:20][C:21]([O:24][C:25]([F:27])([F:26])[F:28])=[CH:22][CH:23]=3)=[O:16])=[CH:13][N:12]=2)[CH2:44]1. (2) Given the reactants [C:1]([C:4]1[C:8]([Cl:9])=[C:7]([C:10]([O:12]C)=[O:11])[NH:6][N:5]=1)(=[O:3])[CH3:2].[OH-].[Li+].S(=O)(=O)(O)[O-].[K+], predict the reaction product. The product is: [C:1]([C:4]1[C:8]([Cl:9])=[C:7]([C:10]([OH:12])=[O:11])[NH:6][N:5]=1)(=[O:3])[CH3:2]. (3) The product is: [OH:18][C:19]1[CH:20]=[C:21]([N:29]([CH3:31])[CH3:30])[C:22]2[C:27]([CH:28]=1)=[CH:26][CH:25]=[CH:24][CH:23]=2. Given the reactants OC1C=CC2CCCCN3C=2C=1C(=O)CC3.C[O:18][C:19]1[CH:20]=[C:21]([N:29]([CH3:31])[CH3:30])[C:22]2[C:27]([CH:28]=1)=[CH:26][CH:25]=[CH:24][CH:23]=2, predict the reaction product. (4) Given the reactants [P:1](Cl)([O:6][CH2:7][CH3:8])([O:3][CH2:4][CH3:5])=[O:2].[F:10][C:11]1[CH:19]=[C:18]2[C:14]([C:15](=[CH:30][C:31]3[CH:36]=[CH:35][C:34]([S:37]([CH3:39])=[O:38])=[CH:33][CH:32]=3)[C:16]([CH3:29])=[C:17]2[CH2:20][C:21]([NH:23][CH2:24][CH2:25][CH2:26][CH2:27][OH:28])=[O:22])=[CH:13][CH:12]=1.CCN(C(C)C)C(C)C, predict the reaction product. The product is: [F:10][C:11]1[CH:19]=[C:18]2[C:14]([C:15](=[CH:30][C:31]3[CH:36]=[CH:35][C:34]([S:37]([CH3:39])=[O:38])=[CH:33][CH:32]=3)[C:16]([CH3:29])=[C:17]2[CH2:20][C:21]([NH:23][CH2:24][CH2:25][CH2:26][CH2:27][O:28][P:1](=[O:2])([O:6][CH2:7][CH3:8])[O:3][CH2:4][CH3:5])=[O:22])=[CH:13][CH:12]=1.